Dataset: TCR-epitope binding with 47,182 pairs between 192 epitopes and 23,139 TCRs. Task: Binary Classification. Given a T-cell receptor sequence (or CDR3 region) and an epitope sequence, predict whether binding occurs between them. The epitope is RAKFKQLL. The TCR CDR3 sequence is CASSFQGDGRDTQYF. Result: 1 (the TCR binds to the epitope).